This data is from Reaction yield outcomes from USPTO patents with 853,638 reactions. The task is: Predict the reaction yield, written as a fraction of the theoretical maximum amount of product (1.0 means a 100% yield; for example, 0.34 means a 34% yield). (1) The reactants are Br[C:2]1[C:10]2[C:5](=[CH:6][CH:7]=[C:8]([C:11]#[N:12])[CH:9]=2)[N:4](C2CCCCO2)[N:3]=1.[O:19]1[CH2:23][CH2:22][C:21]2[CH:24]=[C:25](B(O)O)[CH:26]=[CH:27][C:20]1=2.ClCCl.P([O-])([O-])([O-])=O.[K+].[K+].[K+].Cl. The catalyst is COCCOC.O.CO. The product is [O:19]1[CH2:23][CH2:22][C:21]2[CH:24]=[C:25]([C:2]3[C:10]4[C:5](=[CH:6][CH:7]=[C:8]([C:11]#[N:12])[CH:9]=4)[NH:4][N:3]=3)[CH:26]=[CH:27][C:20]1=2. The yield is 0.640. (2) The reactants are [C:1]([O:5][C:6](=[O:11])[NH:7][CH2:8][CH2:9][NH2:10])([CH3:4])([CH3:3])[CH3:2].[Cl:12][C:13]1[CH:20]=[CH:19][C:16]([CH:17]=O)=[CH:15][CH:14]=1.C(O[BH-](OC(=O)C)OC(=O)C)(=O)C.[Na+]. The catalyst is ClCCCl. The product is [C:1]([O:5][C:6](=[O:11])[NH:7][CH2:8][CH2:9][NH:10][CH2:17][C:16]1[CH:19]=[CH:20][C:13]([Cl:12])=[CH:14][CH:15]=1)([CH3:4])([CH3:2])[CH3:3]. The yield is 0.610. (3) The reactants are Br[CH2:2][C:3]1[CH:8]=[CH:7][CH:6]=[C:5]([N+:9]([O-:11])=[O:10])[CH:4]=1.[NH:12]1[CH2:17][CH2:16][O:15][CH2:14][CH2:13]1.C(N(CC)CC)C. The catalyst is C1COCC1. The product is [N+:9]([C:5]1[CH:4]=[C:3]([CH:8]=[CH:7][CH:6]=1)[CH2:2][N:12]1[CH2:17][CH2:16][O:15][CH2:14][CH2:13]1)([O-:11])=[O:10]. The yield is 0.940. (4) The reactants are I[C:2]1[CH:14]=[CH:13][C:5]([C:6]([O:8][C:9]([CH3:12])([CH3:11])[CH3:10])=[O:7])=[CH:4][CH:3]=1.C([Mg]Br)(C)C.[C:20]([C:28]([O:30][CH2:31][CH3:32])=[O:29])(=[O:27])[C:21]1[CH:26]=[CH:25][CH:24]=[CH:23][CH:22]=1. The catalyst is C1COCC1. The product is [C:9]([O:8][C:6]([C:5]1[CH:13]=[CH:14][C:2]([C:20]([OH:27])([C:21]2[CH:22]=[CH:23][CH:24]=[CH:25][CH:26]=2)[C:28]([O:30][CH2:31][CH3:32])=[O:29])=[CH:3][CH:4]=1)=[O:7])([CH3:12])([CH3:11])[CH3:10]. The yield is 0.220.